Task: Predict the product of the given reaction.. Dataset: Forward reaction prediction with 1.9M reactions from USPTO patents (1976-2016) (1) Given the reactants [S:1]1[CH:5]=[CH:4][N:3]=[C:2]1[CH2:6][N:7]1[C:15]2[C:10](=[CH:11][C:12]([NH:16][C:17]3[C:26]4[C:21](=[CH:22][CH:23]=[CH:24][C:25]=4[O:27][C@@H:28]([CH3:33])[C:29](OC)=[O:30])[N:20]=[CH:19][N:18]=3)=[CH:13][CH:14]=2)[CH:9]=[N:8]1.[CH3:34][NH:35][CH3:36], predict the reaction product. The product is: [CH3:34][N:35]([CH3:36])[C:29](=[O:30])[C@@H:28]([O:27][C:25]1[CH:24]=[CH:23][CH:22]=[C:21]2[C:26]=1[C:17]([NH:16][C:12]1[CH:11]=[C:10]3[C:15](=[CH:14][CH:13]=1)[N:7]([CH2:6][C:2]1[S:1][CH:5]=[CH:4][N:3]=1)[N:8]=[CH:9]3)=[N:18][CH:19]=[N:20]2)[CH3:33]. (2) Given the reactants [CH2:1]1[C:9]2[C:4](=[CH:5][C:6]([NH:10][C:11](=[O:13])[CH3:12])=[CH:7][CH:8]=2)[CH2:3][CH2:2]1.C(OC(=O)C)(=[O:16])C.O, predict the reaction product. The product is: [O:16]=[C:1]1[C:9]2[C:4](=[CH:5][C:6]([NH:10][C:11](=[O:13])[CH3:12])=[CH:7][CH:8]=2)[CH2:3][CH2:2]1. (3) The product is: [CH3:7][O:6][C:4](=[O:5])[CH2:3][CH2:2][S:1][CH2:39][C@@H:31]1[C:32]2[C:37](=[CH:36][CH:35]=[CH:34][CH:33]=2)[CH2:38][C@H:30]1[NH:29][C:27]([C:23]1[NH:22][C:21]2[C:20]([Cl:45])=[C:19]([Cl:18])[S:26][C:25]=2[CH:24]=1)=[O:28]. Given the reactants [SH:1][CH2:2][CH2:3][C:4]([O:6][CH3:7])=[O:5].C[Si]([N-][Si](C)(C)C)(C)C.[Na+].[Cl:18][C:19]1[S:26][C:25]2[CH:24]=[C:23]([C:27]([NH:29][C@@H:30]3[CH2:38][C:37]4[C:32](=[CH:33][CH:34]=[CH:35][CH:36]=4)[C@H:31]3[CH2:39]OS(C)(=O)=O)=[O:28])[NH:22][C:21]=2[C:20]=1[Cl:45].[Cl-].[NH4+], predict the reaction product. (4) Given the reactants CS(OS(C)(=O)=O)(=O)=O.O[CH:11]1[C:19]2[C:14](=[CH:15][CH:16]=[C:17]([C:20]([O:22][CH3:23])=[O:21])[CH:18]=2)[CH2:13][CH2:12]1.[C:24]([NH2:28])([CH3:27])([CH3:26])[CH3:25], predict the reaction product. The product is: [C:24]([NH:28][CH:11]1[C:19]2[C:14](=[CH:15][CH:16]=[C:17]([C:20]([O:22][CH3:23])=[O:21])[CH:18]=2)[CH2:13][CH2:12]1)([CH3:27])([CH3:26])[CH3:25]. (5) Given the reactants [CH2:1]([O:3][C:4](=[O:22])[CH2:5][C:6]1[C:7]([CH3:21])=[N:8][C:9]2[N:10]([N:13]=[C:14]([C:16]([O:18][CH2:19][CH3:20])=[O:17])[CH:15]=2)[C:11]=1O)[CH3:2].CN(C)C1C=CC=CC=1.O=P(Cl)(Cl)[Cl:34], predict the reaction product. The product is: [Cl:34][C:11]1[N:10]2[N:13]=[C:14]([C:16]([O:18][CH2:19][CH3:20])=[O:17])[CH:15]=[C:9]2[N:8]=[C:7]([CH3:21])[C:6]=1[CH2:5][C:4]([O:3][CH2:1][CH3:2])=[O:22]. (6) Given the reactants [SH:1][C:2]1[CH:10]=[CH:9][C:8]([C:11]2[CH:12]=[CH:13][C:14]3[C:19]([CH:20]=2)=[CH:18][CH:17]=[CH:16][CH:15]=3)=[CH:7][C:3]=1[C:4](O)=O.[NH2:21][C:22]1[CH:27]=[CH:26][CH:25]=[CH:24][C:23]=1[SH:28], predict the reaction product. The product is: [S:28]1[C:23]2[CH:24]=[CH:25][CH:26]=[CH:27][C:22]=2[N:21]=[C:4]1[C:3]1[CH:7]=[C:8]([C:11]2[CH:12]=[CH:13][C:14]3[C:19]([CH:20]=2)=[CH:18][CH:17]=[CH:16][CH:15]=3)[CH:9]=[CH:10][C:2]=1[SH:1].